The task is: Predict the product of the given reaction.. This data is from Forward reaction prediction with 1.9M reactions from USPTO patents (1976-2016). (1) Given the reactants [CH3:1][C:2]1[CH:3]=[C:4]([NH2:20])[C:5]([NH:9][CH:10]([CH3:19])[CH2:11][CH2:12][C:13]2[CH:18]=[CH:17][CH:16]=[CH:15][CH:14]=2)=[CH:6][C:7]=1[CH3:8].[NH:21]1[C:29](=[O:30])[C:27](=O)[C:25](=O)[NH:24][C:22]1=[O:23].B(O)(O)O.C(O)(=O)C, predict the reaction product. The product is: [CH3:1][C:2]1[C:7]([CH3:8])=[CH:6][C:5]2[N:9]([CH:10]([CH3:19])[CH2:11][CH2:12][C:13]3[CH:18]=[CH:17][CH:16]=[CH:15][CH:14]=3)[C:25]3[C:27]([C:29](=[O:30])[NH:21][C:22](=[O:23])[N:24]=3)=[N:20][C:4]=2[CH:3]=1. (2) Given the reactants [CH2:1]([O:8][C:9]1[CH:16]=[CH:15][CH:14]=[CH:13][C:10]=1C=O)[C:2]1[CH:7]=[CH:6][CH:5]=[CH:4][CH:3]=1.C[O-].[Na+].[CH3:20][O:21][C:22](=[CH2:27])[C:23]([O:25][CH3:26])=[O:24], predict the reaction product. The product is: [CH2:1]([O:8][C:9]1[CH:10]=[CH:13][C:14]([CH:27]=[C:22]([O:21][CH3:20])[C:23]([O:25][CH3:26])=[O:24])=[CH:15][CH:16]=1)[C:2]1[CH:3]=[CH:4][CH:5]=[CH:6][CH:7]=1. (3) Given the reactants C(OC(=O)[NH:7][C:8]1[CH:13]=[CH:12][C:11]([C:14]2[CH:19]=[CH:18][CH:17]=[CH:16][C:15]=2[F:20])=[CH:10][C:9]=1[NH:21][C:22](=[O:38])[CH2:23][C:24](=O)[C:25]1[CH:30]=[CH:29][CH:28]=[C:27]([C:31]2[CH:36]=[N:35][CH:34]=[CH:33][N:32]=2)[CH:26]=1)(C)(C)C.C(O)(C(F)(F)F)=O, predict the reaction product. The product is: [F:20][C:15]1[CH:16]=[CH:17][CH:18]=[CH:19][C:14]=1[C:11]1[CH:12]=[CH:13][C:8]2[N:7]=[C:24]([C:25]3[CH:30]=[CH:29][CH:28]=[C:27]([C:31]4[CH:36]=[N:35][CH:34]=[CH:33][N:32]=4)[CH:26]=3)[CH2:23][C:22](=[O:38])[NH:21][C:9]=2[CH:10]=1. (4) Given the reactants [H-].[Al+3].[Li+].[H-].[H-].[H-].[CH3:7][C:8]([C:15]1[CH:16]=[N:17][CH:18]=[CH:19][CH:20]=1)([CH3:14])[C:9](OCC)=[O:10].O.O.O.O.O.O.O.O.O.O.S([O-])([O-])(=O)=O.[Na+].[Na+], predict the reaction product. The product is: [CH3:14][C:8]([C:15]1[CH:16]=[N:17][CH:18]=[CH:19][CH:20]=1)([CH3:7])[CH2:9][OH:10].